Dataset: Forward reaction prediction with 1.9M reactions from USPTO patents (1976-2016). Task: Predict the product of the given reaction. (1) Given the reactants [CH:1]1([C:4]2[N:9]=[CH:8][C:7]([CH:10]=O)=[CH:6][N:5]=2)[CH2:3][CH2:2]1.[Si]([C:16]#[N:17])(C)(C)C.Cl.[F:19][C:20]1([F:26])[CH2:25][CH2:24][NH:23][CH2:22][CH2:21]1.C(O[Na])(C)=O, predict the reaction product. The product is: [CH:1]1([C:4]2[N:9]=[CH:8][C:7]([CH:10]([N:23]3[CH2:24][CH2:25][C:20]([F:26])([F:19])[CH2:21][CH2:22]3)[C:16]#[N:17])=[CH:6][N:5]=2)[CH2:3][CH2:2]1. (2) Given the reactants [N:1]1([C:7]2[CH:14]=[CH:13]C(C#N)=[CH:9][CH:8]=2)[CH2:6][CH2:5][CH2:4][CH2:3][CH2:2]1.[OH-].[Na+].[C:17]([OH:20])(=[O:19])[CH3:18], predict the reaction product. The product is: [N:1]1([C:7]2[CH:14]=[CH:13][C:18]([C:17]([OH:20])=[O:19])=[CH:9][CH:8]=2)[CH2:6][CH2:5][CH2:4][CH2:3][CH2:2]1. (3) Given the reactants C(=O)([O-])[O-].[K+].[K+].[CH3:7][O:8][C:9]([C:11]1[C:12]([NH:27][C:28]2[CH:33]=[CH:32][C:31]([CH3:34])=[CH:30][C:29]=2[F:35])=[C:13]([F:26])[C:14]2[N:15]([C:17]([C:20]#[C:21][Si](C)(C)C)=[CH:18][N:19]=2)[CH:16]=1)=[O:10], predict the reaction product. The product is: [CH3:7][O:8][C:9]([C:11]1[C:12]([NH:27][C:28]2[CH:33]=[CH:32][C:31]([CH3:34])=[CH:30][C:29]=2[F:35])=[C:13]([F:26])[C:14]2[N:15]([C:17]([C:20]#[CH:21])=[CH:18][N:19]=2)[CH:16]=1)=[O:10]. (4) Given the reactants [NH2:1][C:2]1[CH:7]=[CH:6][CH:5]=[CH:4][N:3]=1.[Br:8][C:9]1[CH:17]=[CH:16][C:12]([CH2:13][CH2:14]N)=[CH:11][CH:10]=1.O, predict the reaction product. The product is: [Br:8][C:9]1[CH:17]=[CH:16][C:12]([CH2:13][CH2:14][C:7]2[C:2]([NH2:1])=[N:3][CH:4]=[CH:5][CH:6]=2)=[CH:11][CH:10]=1. (5) Given the reactants F[C:2]1[CH:9]=[C:8]([N:10]2[C:22]3[CH:21]=[CH:20][CH:19]=[C:18]([C:23]4[NH:27][C:26]5[CH:28]=[C:29]([F:32])[CH:30]=[CH:31][C:25]=5[N:24]=4)[C:17]=3[C:16]3[C:11]2=[CH:12][CH:13]=[CH:14][CH:15]=3)[CH:7]=[CH:6][C:3]=1[C:4]#[N:5].C(=O)([O-])[O-:34].[K+].[K+].[NH2:39][CH2:40][CH2:41][CH2:42][OH:43].[OH-].[Na+].OO, predict the reaction product. The product is: [F:32][C:29]1[CH:30]=[CH:31][C:25]2[N:24]=[C:23]([C:18]3[C:17]4[C:16]5[C:11](=[CH:12][CH:13]=[CH:14][CH:15]=5)[N:10]([C:8]5[CH:7]=[CH:6][C:3]([C:4]([NH2:5])=[O:34])=[C:2]([NH:39][CH2:40][CH2:41][CH2:42][OH:43])[CH:9]=5)[C:22]=4[CH:21]=[CH:20][CH:19]=3)[NH:27][C:26]=2[CH:28]=1. (6) Given the reactants [CH3:1][Si](C=[N+]=[N-])(C)C.[Br:8][C:9]1[N:10]([CH2:28][CH2:29][C:30]([OH:32])=[O:31])[C:11]2[C:16]([C:17]=1[CH:18]1[CH2:23][CH2:22][CH2:21][CH2:20][CH2:19]1)=[CH:15][CH:14]=[C:13]([C:24]([O:26][CH3:27])=[O:25])[CH:12]=2, predict the reaction product. The product is: [Br:8][C:9]1[N:10]([CH2:28][CH2:29][C:30]([O:32][CH3:1])=[O:31])[C:11]2[C:16]([C:17]=1[CH:18]1[CH2:19][CH2:20][CH2:21][CH2:22][CH2:23]1)=[CH:15][CH:14]=[C:13]([C:24]([O:26][CH3:27])=[O:25])[CH:12]=2. (7) Given the reactants Cl.[NH2:2][CH:3]1[CH2:22][CH:6]2[C:7](=[O:21])[N:8]([C:10]3[CH:15]=[CH:14][C:13]([O:16][C:17]([F:20])([F:19])[F:18])=[CH:12][CH:11]=3)[CH2:9][CH:5]2[CH2:4]1.[Cl:23][C:24]1[CH:29]=[CH:28][CH:27]=[CH:26][C:25]=1[S:30](Cl)(=[O:32])=[O:31].CCN(CC)CC, predict the reaction product. The product is: [Cl:23][C:24]1[CH:29]=[CH:28][CH:27]=[CH:26][C:25]=1[S:30]([NH:2][CH:3]1[CH2:22][C@@H:6]2[C:7](=[O:21])[N:8]([C:10]3[CH:11]=[CH:12][C:13]([O:16][C:17]([F:18])([F:19])[F:20])=[CH:14][CH:15]=3)[CH2:9][C@@H:5]2[CH2:4]1)(=[O:32])=[O:31]. (8) Given the reactants [C:1]1([CH:7]2[S:12][CH2:11][CH2:10][CH2:9][S:8]2)[CH:6]=[CH:5][CH:4]=[CH:3][CH:2]=1.C([Li])CCC.[C:18]([O:22][C:23](=[O:32])[NH:24][CH:25]([CH:30]=[O:31])[CH2:26][CH2:27][CH2:28][CH3:29])([CH3:21])([CH3:20])[CH3:19].C(O)(=O)C, predict the reaction product. The product is: [C:18]([O:22][C:23](=[O:32])[NH:24][CH:25]([CH:30]([OH:31])[C:7]1([C:1]2[CH:2]=[CH:3][CH:4]=[CH:5][CH:6]=2)[S:8][CH2:9][CH2:10][CH2:11][S:12]1)[CH2:26][CH2:27][CH2:28][CH3:29])([CH3:19])([CH3:20])[CH3:21].